From a dataset of Full USPTO retrosynthesis dataset with 1.9M reactions from patents (1976-2016). Predict the reactants needed to synthesize the given product. Given the product [Cl-:31].[C:26]([C:23]1[CH:24]=[CH:25][C:20]([C:17]2[CH:18]=[CH:19][C:14]([CH2:13][NH2+:7][CH2:8][CH2:9][CH:10]([CH3:11])[CH3:12])=[CH:15][CH:16]=2)=[C:21]([CH3:29])[CH:22]=1)(=[O:28])[NH2:27].[NH4+:7].[Cl-:31], predict the reactants needed to synthesize it. The reactants are: C(OC(=O)[N:7]([CH2:13][C:14]1[CH:19]=[CH:18][C:17]([C:20]2[CH:25]=[CH:24][C:23]([C:26](=[O:28])[NH2:27])=[CH:22][C:21]=2[CH3:29])=[CH:16][CH:15]=1)[CH2:8][CH2:9][CH:10]([CH3:12])[CH3:11])(C)(C)C.[ClH:31].